This data is from Reaction yield outcomes from USPTO patents with 853,638 reactions. The task is: Predict the reaction yield, written as a fraction of the theoretical maximum amount of product (1.0 means a 100% yield; for example, 0.34 means a 34% yield). (1) The reactants are [Cl:1][C:2]1[CH:22]=[CH:21][CH:20]=[C:19]([Cl:23])[C:3]=1[CH2:4][C:5]1[S:6][C:7]2[N:8]=[C:9]([S:17][CH3:18])[N:10]=[C:11]([O:14]CC)[C:12]=2[N:13]=1.O1CCOCC1.Cl. The catalyst is O. The product is [Cl:1][C:2]1[CH:22]=[CH:21][CH:20]=[C:19]([Cl:23])[C:3]=1[CH2:4][C:5]1[S:6][C:7]2[N:8]=[C:9]([S:17][CH3:18])[N:10]=[C:11]([OH:14])[C:12]=2[N:13]=1. The yield is 0.620. (2) The reactants are [F:1][C:2]([F:28])([F:27])[CH:3]([C:18]1[CH:23]=[C:22]([Cl:24])[C:21]([Cl:25])=[C:20]([Cl:26])[CH:19]=1)/[CH:4]=[CH:5]/[C:6]1[C:15]2[C:10](=[CH:11][CH:12]=[CH:13][CH:14]=2)[C:9]([CH2:16][NH2:17])=[CH:8][CH:7]=1.[CH2:29]([N:31]=[C:32]=[O:33])[CH3:30]. The catalyst is C(Cl)Cl. The product is [CH2:29]([NH:31][C:32]([NH:17][CH2:16][C:9]1[C:10]2[C:15](=[CH:14][CH:13]=[CH:12][CH:11]=2)[C:6](/[CH:5]=[CH:4]/[CH:3]([C:18]2[CH:19]=[C:20]([Cl:26])[C:21]([Cl:25])=[C:22]([Cl:24])[CH:23]=2)[C:2]([F:1])([F:27])[F:28])=[CH:7][CH:8]=1)=[O:33])[CH3:30]. The yield is 0.600. (3) The reactants are [Br:1][C:2]1[CH:7]=[C:6](F)[CH:5]=[CH:4][C:3]=1[N+:9]([O-:11])=[O:10].[CH3:12][N:13]1[CH2:18][CH2:17][NH:16][CH2:15][CH2:14]1.O. The catalyst is CCOC(C)=O. The product is [Br:1][C:2]1[CH:7]=[C:6]([N:16]2[CH2:17][CH2:18][N:13]([CH3:12])[CH2:14][CH2:15]2)[CH:5]=[CH:4][C:3]=1[N+:9]([O-:11])=[O:10]. The yield is 0.450. (4) The yield is 0.680. The catalyst is Cl. The product is [Cl:36][C:29]1[CH:30]=[N+:31]([O-:35])[CH:32]=[C:33]([Cl:34])[C:28]=1[CH2:27][C@H:26]([O:25][C:23]([C@@H:19]1[CH2:20][CH2:21][CH2:22][N:18]1[C:16](=[O:17])[C:15]1[CH:52]=[CH:53][C:54]([O:55][CH2:56][CH:57]2[CH2:58][CH2:59]2)=[C:13]([NH:8][S:9]([CH3:12])(=[O:11])=[O:10])[CH:14]=1)=[O:24])[C:37]1[CH:42]=[CH:41][C:40]([O:43][CH:44]([F:46])[F:45])=[C:39]([O:47][CH2:48][CH:49]2[CH2:50][CH2:51]2)[CH:38]=1. The reactants are C(OC([N:8]([C:13]1[CH:14]=[C:15]([CH:52]=[CH:53][C:54]=1[O:55][CH2:56][CH:57]1[CH2:59][CH2:58]1)[C:16]([N:18]1[CH2:22][CH2:21][CH2:20][C@H:19]1[C:23]([O:25][C@H:26]([C:37]1[CH:42]=[CH:41][C:40]([O:43][CH:44]([F:46])[F:45])=[C:39]([O:47][CH2:48][CH:49]2[CH2:51][CH2:50]2)[CH:38]=1)[CH2:27][C:28]1[C:33]([Cl:34])=[CH:32][N+:31]([O-:35])=[CH:30][C:29]=1[Cl:36])=[O:24])=[O:17])[S:9]([CH3:12])(=[O:11])=[O:10])=O)(C)(C)C. (5) The reactants are [NH:1]([C:5]1[CH:11]=[CH:10][C:8]([OH:9])=[CH:7][CH:6]=1)[C:2]([CH3:4])=[O:3].N1C=CC=CC=1.[Cl:18][CH2:19][C:20](Cl)=[O:21].O. The catalyst is CC(C)=O. The product is [Cl:18][CH2:19][C:20]([O:9][C:8]1[CH:10]=[CH:11][C:5]([NH:1][C:2](=[O:3])[CH3:4])=[CH:6][CH:7]=1)=[O:21]. The yield is 0.720. (6) The reactants are [Br:1][C:2]1[CH:7]=[CH:6][CH:5]=[C:4]([NH2:8])[C:3]=1[NH2:9].Cl[C:11](Cl)([O:13]C(=O)OC(Cl)(Cl)Cl)Cl.C(N(CC)CC)C. The catalyst is C1COCC1. The product is [Br:1][C:2]1[C:3]2[NH:9][C:11](=[O:13])[NH:8][C:4]=2[CH:5]=[CH:6][CH:7]=1. The yield is 0.760.